Dataset: Full USPTO retrosynthesis dataset with 1.9M reactions from patents (1976-2016). Task: Predict the reactants needed to synthesize the given product. (1) Given the product [ClH:32].[ClH:32].[NH2:1][C:2]1[C:11]2[N:12]=[C:13]([CH2:30][CH3:31])[N:14]([CH2:15][C:16]3([OH:29])[CH2:21][CH2:20][NH:19][CH2:18][CH2:17]3)[C:10]=2[C:9]2[N:8]=[CH:7][CH:6]=[CH:5][C:4]=2[N:3]=1, predict the reactants needed to synthesize it. The reactants are: [NH2:1][C:2]1[C:11]2[N:12]=[C:13]([CH2:30][CH3:31])[N:14]([CH2:15][C:16]3([OH:29])[CH2:21][CH2:20][N:19](C(OC(C)(C)C)=O)[CH2:18][CH2:17]3)[C:10]=2[C:9]2[N:8]=[CH:7][CH:6]=[CH:5][C:4]=2[N:3]=1.[ClH:32]. (2) Given the product [C:13]([C:12]1[C:2]([N:15]2[CH2:21][CH2:20][CH2:19][NH:18][CH2:17][CH2:16]2)=[N:3][C:4]([CH3:22])=[C:5]([CH:11]=1)[C:6]([O:8][CH2:9][CH3:10])=[O:7])#[N:14], predict the reactants needed to synthesize it. The reactants are: Cl[C:2]1[C:12]([C:13]#[N:14])=[CH:11][C:5]([C:6]([O:8][CH2:9][CH3:10])=[O:7])=[CH:4][N:3]=1.[NH:15]1[CH2:21][CH2:20][CH2:19][NH:18][CH2:17][CH2:16]1.[CH3:22]CN(C(C)C)C(C)C. (3) Given the product [N:1]1[C:10]2[C:5](=[CH:6][CH:7]=[CH:8][CH:9]=2)[N:4]=[CH:3][C:2]=1/[CH:11]=[C:27]1/[CH:28]([NH:32][C:33](=[O:39])[O:34][C:35]([CH3:37])([CH3:36])[CH3:38])[CH2:29][CH2:30][CH2:31]/1, predict the reactants needed to synthesize it. The reactants are: [N:1]1[C:10]2[C:5](=[CH:6][CH:7]=[CH:8][CH:9]=2)[N:4]=[CH:3][C:2]=1[CH2:11]P(=O)(OCC)OCC.CC(C)([O-])C.[K+].O=[C:27]1[CH2:31][CH2:30][CH2:29][CH:28]1[NH:32][C:33](=[O:39])[O:34][C:35]([CH3:38])([CH3:37])[CH3:36]. (4) Given the product [C:49]([NH:53][C:13](=[O:15])[CH2:12][CH:4]1[C:5](=[O:11])[O:6][C:7]([CH3:9])([CH3:10])[CH2:8][N:3]1[CH2:1][CH3:2])([CH3:52])([CH3:51])[CH3:50], predict the reactants needed to synthesize it. The reactants are: [CH2:1]([N:3]1[CH2:8][C:7]([CH3:10])([CH3:9])[O:6][C:5](=[O:11])[CH:4]1[CH2:12][C:13]([OH:15])=O)[CH3:2].C(N(C(C)C)CC)(C)C.CN(C(ON1N=NC2C=CC=NC1=2)=[N+](C)C)C.F[P-](F)(F)(F)(F)F.[C:49]([NH2:53])([CH3:52])([CH3:51])[CH3:50]. (5) Given the product [CH:1]1([C@@:6]([OH:30])([C:24]2[CH:25]=[CH:26][CH:27]=[CH:28][CH:29]=2)[C:7]([O:9][C@H:10]2[CH2:15][CH:14]3[N:16]([CH3:17])[C@@H:11]2[CH2:12][CH2:13]3)=[O:8])[CH2:5][CH2:4][CH2:3][CH2:2]1, predict the reactants needed to synthesize it. The reactants are: [CH:1]1([C@@:6]([OH:30])([C:24]2[CH:29]=[CH:28][CH:27]=[CH:26][CH:25]=2)[C:7]([O:9][C@H:10]2[CH2:15][CH:14]3[N:16]([C:17](OC(C)(C)C)=O)[C@@H:11]2[CH2:12][CH2:13]3)=[O:8])[CH2:5][CH2:4][CH2:3][CH2:2]1.Cl.C=O.C(O[BH-](OC(=O)C)OC(=O)C)(=O)C.[Na+]. (6) Given the product [F:1][C:2]1[CH:3]=[CH:4][C:5]([C:8]2[C:9](=[O:19])[C:10]([C:14]([OH:16])=[O:15])=[CH:11][NH:12][CH:13]=2)=[CH:6][CH:7]=1, predict the reactants needed to synthesize it. The reactants are: [F:1][C:2]1[CH:7]=[CH:6][C:5]([C:8]2[C:9](=[O:19])[C:10]([C:14]([O:16]CC)=[O:15])=[CH:11][NH:12][CH:13]=2)=[CH:4][CH:3]=1. (7) Given the product [CH3:25][N:26]([CH3:27])[C:2]1[CH:7]=[CH:6][C:5]([S:8]([NH:11][C:12]2[CH:13]=[CH:14][CH:15]=[C:16]3[C:21]=2[N:20]=[CH:19][CH:18]=[CH:17]3)(=[O:10])=[O:9])=[C:4]([N+:22]([O-:24])=[O:23])[CH:3]=1, predict the reactants needed to synthesize it. The reactants are: F[C:2]1[CH:7]=[CH:6][C:5]([S:8]([NH:11][C:12]2[CH:13]=[CH:14][CH:15]=[C:16]3[C:21]=2[N:20]=[CH:19][CH:18]=[CH:17]3)(=[O:10])=[O:9])=[C:4]([N+:22]([O-:24])=[O:23])[CH:3]=1.[CH3:25][NH:26][CH3:27].